From a dataset of Catalyst prediction with 721,799 reactions and 888 catalyst types from USPTO. Predict which catalyst facilitates the given reaction. (1) Reactant: [CH2:1]([O:8][C:9](=[O:24])[NH:10][CH2:11][C@@H:12]1[CH2:16][CH2:15][N:14]([C:17](OC(C)(C)C)=O)[CH2:13]1)[C:2]1[CH:7]=[CH:6][CH:5]=[CH:4][CH:3]=1.Cl.ClC1[C:36]2[C:31](=[CH:32][C:33]([CH3:37])=[CH:34][CH:35]=2)[N:30]=[C:29]([C:38]2[CH:43]=[CH:42][CH:41]=[CH:40][C:39]=2[OH:44])[N:28]=1.C(N(CC)CC)C. Product: [CH2:1]([O:8][C:9](=[O:24])[NH:10][CH2:11][C@@H:12]1[CH2:16][CH2:15][N:14]([C:17]2[C:36]3[C:31](=[CH:32][C:33]([CH3:37])=[CH:34][CH:35]=3)[N:30]=[C:29]([C:38]3[CH:43]=[CH:42][CH:41]=[CH:40][C:39]=3[OH:44])[N:28]=2)[CH2:13]1)[C:2]1[CH:3]=[CH:4][CH:5]=[CH:6][CH:7]=1. The catalyst class is: 258. (2) Reactant: [NH2:1][C:2]1[S:6][C:5]([C:7]([O:9]CC)=O)=[N:4][N:3]=1.[CH:12]1([NH2:15])[CH2:14][CH2:13]1. Product: [NH2:1][C:2]1[S:6][C:5]([C:7]([NH:15][CH:12]2[CH2:14][CH2:13]2)=[O:9])=[N:4][N:3]=1. The catalyst class is: 5.